This data is from Full USPTO retrosynthesis dataset with 1.9M reactions from patents (1976-2016). The task is: Predict the reactants needed to synthesize the given product. (1) Given the product [CH:18]([O:1][C:2]1[CH:7]=[CH:6][CH:5]=[CH:4][C:3]=1[C:8]1[O:12][N:11]=[C:10]([C:13]([O:15][CH2:16][CH3:17])=[O:14])[CH:9]=1)([CH3:23])[CH3:19], predict the reactants needed to synthesize it. The reactants are: [OH:1][C:2]1[CH:7]=[CH:6][CH:5]=[CH:4][C:3]=1[C:8]1[O:12][N:11]=[C:10]([C:13]([O:15][CH2:16][CH3:17])=[O:14])[CH:9]=1.[C:18]1(P(C2C=CC=CC=2)C2C=CC=CC=2)[CH:23]=CC=C[CH:19]=1.CC(O)C.CCOC(/N=N/C(OCC)=O)=O. (2) The reactants are: [C:1]([OH:5])(=[O:4])[CH:2]=[CH2:3].[Fe:6].COC1C=CC(O)=CC=1.O=O. Given the product [C:1]([O-:5])(=[O:4])[CH:2]=[CH2:3].[Fe+3:6].[C:1]([O-:5])(=[O:4])[CH:2]=[CH2:3].[C:1]([O-:5])(=[O:4])[CH:2]=[CH2:3], predict the reactants needed to synthesize it. (3) The reactants are: [N:1]1[C:9]([N:10]2[CH2:15][CH2:14][CH:13]([CH2:16][OH:17])[CH2:12][CH2:11]2)=[C:8]2[C:4]([NH:5][CH:6]=[N:7]2)=[N:3][CH:2]=1.CC(OI1(OC(C)=O)(OC(C)=O)OC(=O)C2C=CC=CC1=2)=O.O. Given the product [N:1]1[C:9]([N:10]2[CH2:15][CH2:14][CH:13]([CH:16]=[O:17])[CH2:12][CH2:11]2)=[C:8]2[C:4]([NH:5][CH:6]=[N:7]2)=[N:3][CH:2]=1, predict the reactants needed to synthesize it. (4) The reactants are: [CH2:1]([O:8][C:9]([NH:11][C@@H:12]1[CH2:17][CH2:16][CH2:15][CH2:14][C@H:13]1[CH2:18]OS(C1C=CC(C)=CC=1)(=O)=O)=[O:10])[C:2]1[CH:7]=[CH:6][CH:5]=[CH:4][CH:3]=1.[F:30][C:31]1[CH:36]=[CH:35][C:34]([CH2:37][CH2:38][CH2:39][NH:40][CH3:41])=[CH:33][CH:32]=1.C(=O)([O-])[O-].[K+].[K+]. Given the product [CH2:1]([O:8][C:9](=[O:10])[NH:11][C@@H:12]1[CH2:17][CH2:16][CH2:15][CH2:14][C@H:13]1[CH2:18][N:40]([CH2:39][CH2:38][CH2:37][C:34]1[CH:33]=[CH:32][C:31]([F:30])=[CH:36][CH:35]=1)[CH3:41])[C:2]1[CH:3]=[CH:4][CH:5]=[CH:6][CH:7]=1, predict the reactants needed to synthesize it.